From a dataset of Forward reaction prediction with 1.9M reactions from USPTO patents (1976-2016). Predict the product of the given reaction. (1) Given the reactants N12CCC(CC1)[C@H](NCCC1C3C(C([O-])=O)=CC=CC=3NN=1)C2.[Li+].[F:25][C:26]1[C:37]2[C:38]3[N:30]([NH:31][CH2:32][C:33]=3[C@H:34]([CH:40]3[CH:45]4[CH2:46][CH2:47][N:42]([CH2:43][CH2:44]4)[CH2:41]3)[C:35](=[O:39])[CH:36]=2)[CH:29]=[CH:28][N:27]=1.[ClH:48], predict the reaction product. The product is: [ClH:48].[F:25][C:26]1[C:37]2[C:38]3[N:30]([NH:31][CH2:32][C:33]=3[C@H:34]([CH:40]3[CH:45]4[CH2:46][CH2:47][N:42]([CH2:43][CH2:44]4)[CH2:41]3)[C:35](=[O:39])[CH:36]=2)[CH:29]=[CH:28][N:27]=1. (2) Given the reactants [OH:1][C:2]1[N:10]=[CH:9][CH:8]=[CH:7][C:3]=1[C:4]([OH:6])=[O:5].[N+:11]([O-])([OH:13])=[O:12], predict the reaction product. The product is: [OH:1][C:2]1[N:10]=[CH:9][C:8]([N+:11]([O-:13])=[O:12])=[CH:7][C:3]=1[C:4]([OH:6])=[O:5]. (3) Given the reactants [Cl:1][CH2:2][CH2:3][CH2:4][C:5](Cl)=[O:6].[Al+3].[Cl-].[Cl-].[Cl-].[C:12]1([CH2:18][C:19]([O:21][CH2:22][CH:23]([CH2:28][CH3:29])[CH2:24][CH2:25][CH2:26][CH3:27])=[O:20])[CH:17]=[CH:16][CH:15]=[CH:14][CH:13]=1, predict the reaction product. The product is: [Cl:1][CH2:2][CH2:3][CH2:4][C:5]([C:15]1[CH:16]=[CH:17][C:12]([CH2:18][C:19]([O:21][CH2:22][CH:23]([CH2:28][CH3:29])[CH2:24][CH2:25][CH2:26][CH3:27])=[O:20])=[CH:13][CH:14]=1)=[O:6]. (4) Given the reactants [OH-:1].[Na+].[C:3]([C:6]12[CH2:15][CH:10]3[CH2:11][CH:12]([CH2:14][CH:8]([CH2:9]3)[CH2:7]1)[CH2:13]2)(=[O:5])[CH3:4].[Mn]([O-])(=O)(=O)=[O:17].[K+].[OH2:22], predict the reaction product. The product is: [OH:1][C:8]12[CH2:14][CH:12]3[CH2:11][CH:10]([CH2:15][C:6]([C:3](=[O:5])[C:4]([OH:17])=[O:22])([CH2:13]3)[CH2:7]1)[CH2:9]2. (5) Given the reactants [F:1][C:2]1[CH:3]=[C:4]([C:8]2[CH:16]=[CH:15][CH:14]=[C:13]3[C:9]=2/[C:10](=[CH:18]/[C:19]2[NH:20][C:21]([CH3:27])=[CH:22][C:23]=2[C:24](O)=[O:25])/[C:11](=[O:17])[NH:12]3)[CH:5]=[CH:6][CH:7]=1.[N:28]1([CH2:34][CH2:35][NH2:36])[CH2:33][CH2:32][CH2:31][CH2:30][CH2:29]1.C1C=CC2N(O)N=NC=2C=1.C(Cl)CCl, predict the reaction product. The product is: [N:28]1([CH2:34][CH2:35][NH:36][C:24]([C:23]2[CH:22]=[C:21]([CH3:27])[NH:20][C:19]=2/[CH:18]=[C:10]2\[C:11](=[O:17])[NH:12][C:13]3[C:9]\2=[C:8]([C:4]2[CH:5]=[CH:6][CH:7]=[C:2]([F:1])[CH:3]=2)[CH:16]=[CH:15][CH:14]=3)=[O:25])[CH2:33][CH2:32][CH2:31][CH2:30][CH2:29]1. (6) Given the reactants [Sn](Cl)Cl.[Cl:4][C:5]1[CH:14]=[C:13]([O:15][CH3:16])[C:12]([N+:17]([O-])=O)=[CH:11][C:6]=1[C:7]([O:9][CH3:10])=[O:8], predict the reaction product. The product is: [NH2:17][C:12]1[C:13]([O:15][CH3:16])=[CH:14][C:5]([Cl:4])=[C:6]([CH:11]=1)[C:7]([O:9][CH3:10])=[O:8]. (7) Given the reactants [NH2:1][C:2]1[S:6][C:5]2[CH:7]=[CH:8][CH:9]=[CH:10][C:4]=2[C:3]=1[C:11]#[N:12].F[C:14]1[CH:19]=[CH:18][C:17]([F:20])=[CH:16][C:15]=1[N+:21]([O-:23])=[O:22], predict the reaction product. The product is: [F:20][C:17]1[CH:18]=[CH:19][C:14]([NH:1][C:2]2[S:6][C:5]3[CH:7]=[CH:8][CH:9]=[CH:10][C:4]=3[C:3]=2[C:11]#[N:12])=[C:15]([N+:21]([O-:23])=[O:22])[CH:16]=1.